Dataset: Full USPTO retrosynthesis dataset with 1.9M reactions from patents (1976-2016). Task: Predict the reactants needed to synthesize the given product. (1) Given the product [CH3:1][CH2:13][C:12]([C:9]1[CH:10]=[CH:11][C:6]([O:5][CH3:4])=[CH:7][C:8]=1[NH2:15])=[O:14], predict the reactants needed to synthesize it. The reactants are: [CH2:1](O)C.[CH3:4][O:5][C:6]1[CH:11]=[CH:10][C:9]([C:12](=[O:14])[CH3:13])=[C:8]([N+:15]([O-])=O)[CH:7]=1. (2) Given the product [Cl:1][C:2]1[CH:3]=[C:4]([CH:9]([CH2:13][CH:14]2[CH2:19][CH2:18][CH2:17][CH2:16][O:15]2)[C:10]([NH:53][C:54]2[S:55][CH:56]=[CH:57][N:58]=2)=[O:12])[CH:5]=[CH:6][C:7]=1[Cl:8], predict the reactants needed to synthesize it. The reactants are: [Cl:1][C:2]1[CH:3]=[C:4]([CH:9]([CH2:13][CH:14]2[CH2:19][CH2:18][CH2:17][CH2:16][O:15]2)[C:10]([OH:12])=O)[CH:5]=[CH:6][C:7]=1[Cl:8].CN(C(ON1N=NC2C1=CC=CC=2)=[N+](C)C)C.F[P-](F)(F)(F)(F)F.C(N(CC)C(C)C)(C)C.[NH2:53][C:54]1[S:55][CH:56]=[CH:57][N:58]=1. (3) Given the product [C:1]([C:3]1[CH:4]=[C:5]([CH:9]=[C:10]([CH:14]([CH3:16])[CH3:15])[C:11]=1[O:12][CH3:13])[C:6]([Cl:26])=[O:7])#[N:2], predict the reactants needed to synthesize it. The reactants are: [C:1]([C:3]1[CH:4]=[C:5]([CH:9]=[C:10]([CH:14]([CH3:16])[CH3:15])[C:11]=1[O:12][CH3:13])[C:6](O)=[O:7])#[N:2].C1(C)C=CC=CC=1.S(Cl)([Cl:26])=O. (4) Given the product [CH:10]1([CH:3]([C:2](=[O:1])[CH3:9])[C:4]([O:6][CH2:7][CH3:8])=[O:5])[CH2:14][CH2:13][CH2:12][CH2:11]1, predict the reactants needed to synthesize it. The reactants are: [O:1]=[C:2]([CH3:9])[CH2:3][C:4]([O:6][CH2:7][CH3:8])=[O:5].[CH:10]1(Br)[CH2:14][CH2:13][CH2:12][CH2:11]1.[O-]CC.[Na+]. (5) Given the product [CH2:1]([O:3][C:4](=[O:20])[CH2:5][NH:6][C:7](=[O:19])[C@@H:8]1[CH2:12][CH2:11][CH2:10][N:9]1[C:13](=[O:18])[C:14]1[CH:15]=[CH:17][CH:43]=[CH:25][CH:24]=1)[CH3:2], predict the reactants needed to synthesize it. The reactants are: [CH2:1]([O:3][C:4](=[O:20])[CH2:5][NH:6][C:7](=[O:19])[C@@H:8]1[CH2:12][CH2:11][CH2:10][N:9]1[C:13](=[O:18])[CH2:14][CH:15]([CH3:17])C)[CH3:2].C(O[C:24](=O)[C@H:25]([CH:43](C)C)NC(=O)[C@@H]1CCCN1C(=O)CC1C=CC=CC=1)C.C(OC(=O)[C@H](C(C)C)NC(=O)[C@@H]1CCCN1C(=O)C1C=CC=CC=1)C.C(OC(=O)CCNC(=O)[C@@H]1CCCN1C(=O)C1C=CC=CC=1)C.C(N1CCC[C@H]1C(NCCC(N)=O)=O)(=O)C1C=CC=CC=1.C(N1CCC[C@H]1C(NCC(N)=O)=O)(=O)C1C=CC=CC=1.CNC(=O)CNC(=O)[C@@H]1CCCN1C(=O)CC1C=CC=CC=1.CN(C)C(=O)CNC(=O)[C@@H]1CCCN1C(=O)CC1C=CC=CC=1. (6) Given the product [CH:1]1[C:10]2[C:5](=[CH:6][CH:7]=[CH:8][CH:9]=2)[CH:4]=[CH:3][C:2]=1[O:11][CH2:12][CH2:13][CH2:14][O:15][CH2:23][N:24]1[CH:28]=[C:27]([C:29]2[CH:30]=[CH:31][CH:32]=[CH:33][CH:34]=2)[N:26]=[N:25]1, predict the reactants needed to synthesize it. The reactants are: [CH:1]1[C:10]2[C:5](=[CH:6][CH:7]=[CH:8][CH:9]=2)[CH:4]=[CH:3][C:2]=1[O:11][CH2:12][CH2:13][CH2:14][OH:15].CC(C)([O-])C.[K+].Cl[CH2:23][N:24]1[CH:28]=[C:27]([C:29]2[CH:34]=[CH:33][CH:32]=[CH:31][CH:30]=2)[N:26]=[N:25]1.